From a dataset of Reaction yield outcomes from USPTO patents with 853,638 reactions. Predict the reaction yield, written as a fraction of the theoretical maximum amount of product (1.0 means a 100% yield; for example, 0.34 means a 34% yield). (1) The reactants are [NH2:1]/[C:2](/OCC)=[CH:3]\[C:4](=O)[C:5]([F:8])([F:7])[F:6].[C:13]1([NH:19][NH2:20])[CH:18]=[CH:17][CH:16]=[CH:15][CH:14]=1. The catalyst is CCO. The product is [C:13]1([N:19]2[C:2]([NH2:1])=[CH:3][C:4]([C:5]([F:6])([F:7])[F:8])=[N:20]2)[CH:18]=[CH:17][CH:16]=[CH:15][CH:14]=1. The yield is 0.660. (2) The reactants are I[C:2]1[N:6]2[CH:7]=[CH:8][C:9]([C:11]([F:14])([F:13])[F:12])=[CH:10][C:5]2=[N:4][C:3]=1[CH3:15].[F:16][C:17]1[CH:18]=[CH:19][C:20]2=[C:21]([CH:37]=1)[O:22][CH2:23][C:24]1[CH:34]=[C:33]([CH:35]=[O:36])[CH:32]=[CH:31][C:25]=1/[C:26]/2=[C:27](/[CH3:30])\[C:28]#[N:29]. No catalyst specified. The product is [F:16][C:17]1[CH:18]=[CH:19][C:20]2=[C:21]([CH:37]=1)[O:22][CH2:23][C:24]1[CH:34]=[C:33]([CH:35]([OH:36])[C:2]3[N:6]4[CH:7]=[CH:8][C:9]([C:11]([F:14])([F:13])[F:12])=[CH:10][C:5]4=[N:4][C:3]=3[CH3:15])[CH:32]=[CH:31][C:25]=1/[C:26]/2=[C:27](/[CH3:30])\[C:28]#[N:29]. The yield is 0.990. (3) The reactants are [N+:1]([C:4]1[CH:5]=[C:6]([S:10]([CH2:13][CH2:14][O:15][C:16](=[O:34])[CH2:17][CH2:18][CH2:19][NH:20][C:21](=[O:33])[CH2:22][O:23][C:24]2[CH:29]=[CH:28][CH:27]=[C:26]([CH:30]([CH3:32])[CH3:31])[CH:25]=2)(=[O:12])=[O:11])[CH:7]=[CH:8][CH:9]=1)([O-:3])=[O:2].[Cl:35][S:36](O)(=[O:38])=[O:37]. The catalyst is C(Cl)Cl. The product is [N+:1]([C:4]1[CH:5]=[C:6]([S:10]([CH2:13][CH2:14][O:15][C:16](=[O:34])[CH2:17][CH2:18][CH2:19][NH:20][C:21](=[O:33])[CH2:22][O:23][C:24]2[CH:29]=[CH:28][C:27]([S:36]([Cl:35])(=[O:38])=[O:37])=[C:26]([CH:30]([CH3:32])[CH3:31])[CH:25]=2)(=[O:12])=[O:11])[CH:7]=[CH:8][CH:9]=1)([O-:3])=[O:2]. The yield is 0.570. (4) The reactants are [CH:1](=O)[C:2]1[CH:7]=[CH:6][CH:5]=[CH:4][CH:3]=1.[NH2:9][C@@H:10]1[CH2:15][CH2:14][CH2:13][CH2:12][C@H:11]1[NH:16][C:17]([NH:19][C:20]1[CH:25]=[C:24]([C:26]([F:29])([F:28])[F:27])[CH:23]=[C:22]([C:30]([F:33])([F:32])[F:31])[CH:21]=1)=[S:18].[BH4-].[Na+].[NH4+].[Cl-].[NH4+].[OH-]. The catalyst is CO. The product is [CH2:1]([NH:9][C@@H:10]1[CH2:15][CH2:14][CH2:13][CH2:12][C@H:11]1[NH:16][C:17]([NH:19][C:20]1[CH:21]=[C:22]([C:30]([F:31])([F:32])[F:33])[CH:23]=[C:24]([C:26]([F:29])([F:27])[F:28])[CH:25]=1)=[S:18])[C:2]1[CH:7]=[CH:6][CH:5]=[CH:4][CH:3]=1. The yield is 0.820. (5) The reactants are O[Li:2].O.C[O:5][C:6](=[O:46])[CH2:7][C:8]1[CH:45]=[CH:44][CH:43]=[CH:42][C:9]=1[CH2:10][CH2:11][C:12]1[C:17]([C:18]([F:21])([F:20])[F:19])=[CH:16][N:15]=[C:14]([NH:22][C:23]2[CH:28]=[CH:27][C:26]([CH:29]3[CH2:34][CH2:33][CH2:32][N:31]([C:35]([O:37][C:38]([CH3:41])([CH3:40])[CH3:39])=[O:36])[CH2:30]3)=[CH:25][CH:24]=2)[N:13]=1. The catalyst is C1COCC1.O.CO. The product is [C:38]([O:37][C:35]([N:31]1[CH2:32][CH2:33][CH2:34][CH:29]([C:26]2[CH:25]=[CH:24][C:23]([NH:22][C:14]3[N:13]=[C:12]([CH2:11][CH2:10][C:9]4[CH:42]=[CH:43][CH:44]=[CH:45][C:8]=4[CH2:7][C:6]([O-:46])=[O:5])[C:17]([C:18]([F:20])([F:19])[F:21])=[CH:16][N:15]=3)=[CH:28][CH:27]=2)[CH2:30]1)=[O:36])([CH3:41])([CH3:39])[CH3:40].[Li+:2]. The yield is 1.00. (6) The reactants are [OH:1][CH2:2][CH:3]1[O:8][CH2:7][CH2:6][N:5](C(OC(C)(C)C)=O)[CH2:4]1.[F:16][C:17]([F:22])([F:21])[C:18]([OH:20])=[O:19]. The catalyst is C(Cl)Cl. The product is [F:16][C:17]([F:22])([F:21])[C:18]([OH:20])=[O:19].[NH:5]1[CH2:6][CH2:7][O:8][CH:3]([CH2:2][OH:1])[CH2:4]1. The yield is 0.940. (7) The reactants are [Cl:1][C:2]1[CH:7]=[CH:6][C:5]([C:8]2([O:16][CH3:17])[CH2:13][CH2:12][NH:11][CH2:10][C:9]2([CH3:15])[OH:14])=[CH:4][CH:3]=1.C(=O)([O-])[O-].[K+].[K+].Br[CH2:25][CH2:26][CH:27]=[C:28]1[C:34]2[CH:35]=[CH:36][CH:37]=[N:38][C:33]=2[CH2:32][O:31][C:30]2[CH:39]=[CH:40][C:41]([C:43]([OH:46])([CH3:45])[CH3:44])=[CH:42][C:29]1=2. The catalyst is C(#N)C.O. The product is [Cl:1][C:2]1[CH:7]=[CH:6][C:5]([C:8]2([O:16][CH3:17])[CH2:13][CH2:12][N:11]([CH2:25][CH2:26][CH:27]=[C:28]3[C:34]4[CH:35]=[CH:36][CH:37]=[N:38][C:33]=4[CH2:32][O:31][C:30]4[CH:39]=[CH:40][C:41]([C:43]([OH:46])([CH3:45])[CH3:44])=[CH:42][C:29]3=4)[CH2:10][C:9]2([CH3:15])[OH:14])=[CH:4][CH:3]=1. The yield is 0.350. (8) The reactants are [Si:1]([O:8][CH2:9][C:10]#[C:11][C:12]([C@H:14]1[C@@H:21]2[C@@H:17]([O:18][C:19]([CH3:23])([CH3:22])[O:20]2)[C@H:16]([N:24]2[C:28]3[N:29]=[CH:30][N:31]=[C:32]([CH3:33])[C:27]=3[CH:26]=[CH:25]2)[O:15]1)=O)([C:4]([CH3:7])([CH3:6])[CH3:5])([CH3:3])[CH3:2].O.[NH2:35][NH2:36]. The catalyst is CCO. The product is [Si:1]([O:8][CH2:9][C:10]1[CH:11]=[C:12]([C@H:14]2[C@H:21]3[O:20][C:19]([CH3:23])([CH3:22])[O:18][C@H:17]3[C@H:16]([N:24]3[C:28]4[N:29]=[CH:30][N:31]=[C:32]([CH3:33])[C:27]=4[CH:26]=[CH:25]3)[O:15]2)[NH:36][N:35]=1)([C:4]([CH3:5])([CH3:6])[CH3:7])([CH3:2])[CH3:3]. The yield is 0.620.